From a dataset of Drug-target binding data from BindingDB using IC50 measurements. Regression. Given a target protein amino acid sequence and a drug SMILES string, predict the binding affinity score between them. We predict pIC50 (pIC50 = -log10(IC50 in M); higher means more potent). Dataset: bindingdb_ic50. (1) The drug is CCC(CC)O[C@@H]1C=C(P(=O)(O)O)C[C@H](N)[C@H]1NC(C)=O. The target protein (P0DOF6) has sequence MNPNQKIITIGSVSLTIATICFLMQIAILVTTVTLHFKQYECDSPANNQVMPCEPIIIERNITEIVYLTNTTIEKEICPKLVEYRNWSKPQCKITGFAPFSKDNSIRLSAGGDIWVTREPYVSCDPGKCYQFALGQGTTLDNKHSNDTIHDRTPHRTLLMNELGVPFHLGTRQVCIAWSSSSCHDGKAWLHVCVTGYDKNATASFIYDGRLVDSIGSWSQNILRTQESECVCINGTCTVVMTDGSASGRADTKILFIEEGKIVHISPLSGSAQHVEECSCYPRYPGVRCICRDNWKGSNRPVVDINVKDYSIDSSYVCSGLVGDTPRNNDRSSNSYCRNPNNEKGNHGVKGWAFDDGNDVWMGRTISEDSRSGYETFKVIGGWSTPNSKLQINRQVIVDSDNRSGYSGIFSVEGKSCINRCFYVELIRGREQETRVWWTSNSIVVFCGTSGTYGTGSWPDGADINLMPI. The pIC50 is 8.8. (2) The compound is CCCCCCCCCCCNC(=O)NC. The target protein (Q25489) has sequence MYKILSSFVAGVAIGSGLVITYVLYNVPEPPELDLQRWWGIGTRPTEEDKSIRPFSIDFNDTVILDLKERLKNRRPFTKPLEGINSEYGMNTEYLETVLEYWLNEYNFKKRAELLNKFPHYKTRIQGLDLHFIRVKPEIKEGVQVLPLLMMHGWPSSSKEFDKVIPILTTPKHEYNIVFEVVAVDLPGYGFSEGTNKPGLNPVQIGVMMRNLMLRLGFEKFYIQAGDWGSQCATHMATLFPDQVLGLHTNMPLSSRPLSTVKLFIGALFPSLIVDAKYMDRIYPLKNLFSYILRETGYFHIQATKPDTIGVALTDSPAGLAGYLIEKMAICSNRDQLDTPHGGLENLNLDDVLDTVTINWINNCIVTSTRLYAEGFSWPEVLIVHRIPSMVPTAGINFKYEVLYQPDWILRDKFPNLVRSTVLDFGGHFAALHTPQALADDIFASAVQFLKFHDRKRNQKSS. The pIC50 is 5.4. (3) The small molecule is CCc1c(C(=O)C(N)=O)c2c(OCC(=O)O)cccc2n1Cc1ccccc1. The target protein (Q9Z0Y2) has sequence MKLLLLAALLTAGAAAHSISPRAVWQFRNMIKCTIPGSDPLKDYNNYGCYCGLGGWGTPVDDLDRCCQTHDHCYSQAKKLESCKFLIDNPYTNTYSYSCSGSEITCSAKNNKCEDFICNCDREAAICFSKVPYNKEYKNLDTGKFC. The pIC50 is 6.8. (4) The small molecule is CCN(CC)CCOc1ccc(Nc2ncc3cc(-c4c(Cl)cccc4Cl)c(NC(=O)NC(C)(C)C)nc3n2)cc1. The target protein (P00523) has sequence MGSSKSKPKDPSQRRRSLEPPDSTHHGGFPASQTPNKTAAPDTHRTPSRSFGTVATEPKLFGGFNTSDTVTSPQRAGALAGGVTTFVALYDYESRTETDLSFKKGERLQIVNNTEGDWWLAHSLTTGQTGYIPSNYVAPSDSIQAEEWYFGKITRRESERLLLNPENPRGTFLVRESETTKGAYCLSVSDFDNAKGLNVKHYKIRKLDSGGFYITSRTQFSSLQQLVAYYSKHADGLCHRLTNVCPTSKPQTQGLAKDAWEIPRESLRLEVKLGQGCFGEVWMGTWNGTTRVAIKTLKPGTMSPEAFLQEAQVMKKLRHEKLVQLYAVVSEEPIYIVTEYMSKGSLLDFLKGEMGKYLRLPQLVDMAAQIASGMAYVERMNYVHRDLRAANILVGENLVCKVADFGLARLIEDNEYTARQGAKFPIKWTAPEAALYGRFTIKSDVWSFGILLTELTTKGRVPYPGMVNREVLDQVERGYRMPCPPECPESLHDLMCQCWR.... The pIC50 is 7.6. (5) The drug is CCCCCCCCCCCCC/C=C/[C@@H](O)[C@@H](N)CO. The target protein (P27791) has sequence MGNAAAAKKGSEQESVKEFLAKAKEDFLKKWEDPSQNTAQLDHFDRIKTLGTGSFGRVMLVKHKESGNHYAMKILDKQKVVKLKQIEHTLNEKRILQAVNFPFLVKLEFSFKDNSNLYMVMEYVPGGEMFSHLRRIGRFSEPHARFYAAQIVLTFEYLHSLDLIYRDLKPENLLIDQQGYIQVTDFGFAKRVKGRTWTLCGTPEYLAPEIILSKGYNKAVDWWALGVLIYEMAAGYPPFFADQPIQIYEKIVSGKVRFPSHFSSDLKDLLRNLLQVDLTKRFGNLKNGVNDIKNHKWFATTDWIAIYQRKVEAPFIPKFKGPGDTSNFDDYEEEEIRVSINEKCGKEFTEF. The pIC50 is 7.0. (6) The compound is O=C(CC1CCN(Cc2ccn(-c3ccc(C(F)(F)F)cc3)c2)CC1)NC(c1ccc(F)cc1)c1c[nH]c(=O)c(Cl)c1. The target protein (Q969V1) has sequence MNPFHASCWNTSAELLNKSWNKEFAYQTASVVDTVILPSMIGIICSTGLVGNILIVFTIIRSRKKTVPDIYICNLAVADLVHIVGMPFLIHQWARGGEWVFGGPLCTIITSLDTCNQFACSAIMTVMSVDRYFALVQPFRLTRWRTRYKTIRINLGLWAASFILALPVWVYSKVIKFKDGVESCAFDLTSPDDVLWYTLYLTITTFFFPLPLILVCYILILCYTWEMYQQNKDARCCNPSVPKQRVMKLTKMVLVLVVVFILSAAPYHVIQLVNLQMEQPTLAFYVGYYLSICLSYASSSINPFLYILLSGNFQKRLPQIQRRATEKEINNMGNTLKSHF. The pIC50 is 5.3. (7) The compound is Cc1nc2ccc(Br)cc2c(-c2ccc(Cl)cc2)c1C(OC(C)(C)C)C(=O)O. The target protein sequence is MGARASVLSGGELDKWEKIRLRPGGKKQYKLKHIVWASRELERFAVNPGLLETSEGCRQILGQLQPSLQTGSEELRSLYNTIAVLYCVHQRIDVKDTKEALDKIEEEQNKSKKKAQQAAADTGNNSQVSQNYPIVQNLQGQMVHQAISPRTLNAWVKVVEEKAFSPEVIPMFSALSEGATPQDLNTMLNTVGGHQAAMQMLKETINEEAAEWDRLHPVHAGPIAPGQMREPRGSDIAGTTSTLQEQIGWMTHNPPIPVGEIYKRWIILGLNKIVRMYSPTSILDIRQGPKEPFRDYVDRFYKTLRAEQASQEVKNWMTETLLVQNANPDCKTILKALGPGATLEEMMTACQGVGGPGHKARVLAEAMSQVTNPATIMIQKGNFRNQRKTVKCFNCGKEGHIAKNCRAPRKKGCWKCGKEGHQMKDCTERQANFLREDLAFPQGKAREFSSEQTRANSPTRRELQVWGRDNNSLSEAGADRQGTVSFSFPQITLWQRPLVT.... The pIC50 is 6.0.